From a dataset of Forward reaction prediction with 1.9M reactions from USPTO patents (1976-2016). Predict the product of the given reaction. Given the reactants Br[C:2]1[C:10]2[C:9]([N:11]([CH3:13])[CH3:12])=[N:8][CH:7]=[N:6][C:5]=2[N:4]([CH2:14][O:15][CH2:16][CH2:17][Si:18]([CH3:21])([CH3:20])[CH3:19])[CH:3]=1.[Cl-].[Li+].[CH3:24][S:25][C:26]1[N:31]=[C:30]([Sn](CCCC)(CCCC)CCCC)[CH:29]=[CH:28][N:27]=1, predict the reaction product. The product is: [CH3:12][N:11]([CH3:13])[C:9]1[C:10]2[C:2]([C:28]3[CH:29]=[CH:30][N:31]=[C:26]([S:25][CH3:24])[N:27]=3)=[CH:3][N:4]([CH2:14][O:15][CH2:16][CH2:17][Si:18]([CH3:21])([CH3:20])[CH3:19])[C:5]=2[N:6]=[CH:7][N:8]=1.